The task is: Regression/Classification. Given a drug SMILES string, predict its absorption, distribution, metabolism, or excretion properties. Task type varies by dataset: regression for continuous measurements (e.g., permeability, clearance, half-life) or binary classification for categorical outcomes (e.g., BBB penetration, CYP inhibition). Dataset: cyp2d6_veith.. This data is from CYP2D6 inhibition data for predicting drug metabolism from PubChem BioAssay. (1) The drug is COc1ccccc1NC(=O)N1CCCC1C(=O)NCc1ccc2c(c1)OCO2. The result is 1 (inhibitor). (2) The compound is N[C@@H](Cc1cc(Br)c(O)c(Br)c1)C(=O)O. The result is 0 (non-inhibitor). (3) The compound is CSc1ncc(C(=O)O)c(C)n1. The result is 0 (non-inhibitor). (4) The molecule is Cc1nc2nc[nH]n2c(=O)c1NC(=O)CC12CC3CC(CC(C3)C1)C2. The result is 0 (non-inhibitor).